The task is: Predict the product of the given reaction.. This data is from Forward reaction prediction with 1.9M reactions from USPTO patents (1976-2016). (1) Given the reactants [CH3:1][O:2][C:3]1[C:4]([CH2:12][N:13]([CH3:15])[CH3:14])=[C:5]2[C:9](=[CH:10][CH:11]=1)[NH:8][CH:7]=[CH:6]2.CN(C=O)C.[Cl:21][C:22]1[CH:23]=[C:24]([S:28](Cl)(=[O:30])=[O:29])[CH:25]=[CH:26][CH:27]=1, predict the reaction product. The product is: [Cl:21][C:22]1[CH:23]=[C:24]([S:28]([N:8]2[C:9]3[C:5](=[C:4]([CH2:12][N:13]([CH3:14])[CH3:15])[C:3]([O:2][CH3:1])=[CH:11][CH:10]=3)[CH:6]=[CH:7]2)(=[O:30])=[O:29])[CH:25]=[CH:26][CH:27]=1. (2) Given the reactants [C:1]([O:4][C@H:5]1[C:10](=[CH:11][O:12]CC)[CH2:9][C@H:8]2[C@H:15]3[C@H:24]([CH2:25][CH2:26][C@:6]12[CH3:7])[C:23]1[CH:22]=[CH:21][C:20]([O:27][CH2:28][C:29]2[CH:34]=[CH:33][CH:32]=[CH:31][CH:30]=2)=[CH:19][C:18]=1[CH2:17][CH2:16]3)(=[O:3])[CH3:2].C([O-])(O)=O.[Na+], predict the reaction product. The product is: [C:1]([O:4][C@H:5]1[C@H:10]([CH:11]=[O:12])[CH2:9][C@H:8]2[C@H:15]3[C@H:24]([CH2:25][CH2:26][C@:6]12[CH3:7])[C:23]1[CH:22]=[CH:21][C:20]([O:27][CH2:28][C:29]2[CH:30]=[CH:31][CH:32]=[CH:33][CH:34]=2)=[CH:19][C:18]=1[CH2:17][CH2:16]3)(=[O:3])[CH3:2]. (3) The product is: [CH3:18][C:15]1[CH:16]=[CH:17][C:12]([C:11]([NH:10][C:6]2[CH:5]=[C:4]3[C:9](=[CH:8][CH:7]=2)[N:1]([CH2:33][C:28]2[CH:29]=[CH:30][CH:31]=[CH:32][N:27]=2)[CH2:2][CH2:3]3)=[O:26])=[C:13]([N:19]2[CH2:20][CH2:21][CH:22]([CH3:25])[CH2:23][CH2:24]2)[N:14]=1. Given the reactants [NH:1]1[C:9]2[C:4](=[CH:5][C:6]([NH:10][C:11](=[O:26])[C:12]3[CH:17]=[CH:16][C:15]([CH3:18])=[N:14][C:13]=3[N:19]3[CH2:24][CH2:23][CH:22]([CH3:25])[CH2:21][CH2:20]3)=[CH:7][CH:8]=2)[CH2:3][CH2:2]1.[N:27]1[CH:32]=[CH:31][CH:30]=[CH:29][C:28]=1[CH:33]=O.C(O[BH-](OC(=O)C)OC(=O)C)(=O)C.[Na+].C(=O)([O-])[O-].[K+].[K+], predict the reaction product. (4) Given the reactants [Br:1][C:2]1[CH:3]=[CH:4][C:5]2[C:6]3[N:14]([CH2:15][C@H:16]4[CH2:20][O:19][C:18]([CH3:22])([CH3:21])[O:17]4)[C:13]([CH2:23][O:24][CH2:25][CH3:26])=[N:12][C:7]=3[CH:8]=[N:9][C:10]=2[CH:11]=1.C1C=C(Cl)C=C(C(OO)=O)C=1.C1(C)C=CC(S(Cl)(=O)=O)=CC=1.[OH-].[NH4+:50], predict the reaction product. The product is: [Br:1][C:2]1[CH:3]=[CH:4][C:5]2[C:6]3[N:14]([CH2:15][C@H:16]4[CH2:20][O:19][C:18]([CH3:21])([CH3:22])[O:17]4)[C:13]([CH2:23][O:24][CH2:25][CH3:26])=[N:12][C:7]=3[C:8]([NH2:50])=[N:9][C:10]=2[CH:11]=1. (5) The product is: [OH:1][C@@H:2]1[CH2:7][CH2:6][CH2:5][CH2:4][C@H:3]1[NH:8][C:9]([C:11]1[CH:16]=[N:15][C:14]([O:32][CH2:31][C:26]2[N:27]=[CH:28][CH:29]=[CH:30][N:25]=2)=[C:13]([C:18]2[CH:23]=[CH:22][C:21]([F:24])=[CH:20][CH:19]=2)[N:12]=1)=[O:10]. Given the reactants [OH:1][C@@H:2]1[CH2:7][CH2:6][CH2:5][CH2:4][C@H:3]1[NH:8][C:9]([C:11]1[CH:16]=[N:15][C:14](Br)=[C:13]([C:18]2[CH:23]=[CH:22][C:21]([F:24])=[CH:20][CH:19]=2)[N:12]=1)=[O:10].[N:25]1[CH:30]=[CH:29][CH:28]=[N:27][C:26]=1[CH2:31][OH:32], predict the reaction product. (6) The product is: [C:26]([O:25][C@@H:24]1[C@@H:29]([O:30][C:31](=[O:33])[CH3:32])[C@H:34]([O:35][C:36](=[O:38])[CH3:37])[C@@H:39]([CH2:41][O:42][C:43](=[O:45])[CH3:44])[O:40][C@H:23]1[O:1][C:2]1[CH:18]=[CH:17][CH:16]=[CH:15][C:3]=1[CH2:4][C:5]1[CH:14]=[CH:13][C:8]([C:9]([O:11][CH3:12])=[O:10])=[CH:7][CH:6]=1)(=[O:28])[CH3:27]. Given the reactants [OH:1][C:2]1[CH:18]=[CH:17][CH:16]=[CH:15][C:3]=1[CH2:4][C:5]1[CH:14]=[CH:13][C:8]([C:9]([O:11][CH3:12])=[O:10])=[CH:7][CH:6]=1.C(O[C@@H:23]1[O:40][C@H:39]([CH2:41][O:42][C:43](=[O:45])[CH3:44])[C@@H:34]([O:35][C:36](=[O:38])[CH3:37])[C@H:29]([O:30][C:31](=[O:33])[CH3:32])[C@H:24]1[O:25][C:26](=[O:28])[CH3:27])(=O)C, predict the reaction product.